From a dataset of hERG potassium channel inhibition data for cardiac toxicity prediction from Karim et al.. Regression/Classification. Given a drug SMILES string, predict its toxicity properties. Task type varies by dataset: regression for continuous values (e.g., LD50, hERG inhibition percentage) or binary classification for toxic/non-toxic outcomes (e.g., AMES mutagenicity, cardiotoxicity, hepatotoxicity). Dataset: herg_karim. (1) The molecule is Cn1c(=O)ccc2ccc(CN3CCC(NC(=O)c4cc(=O)c5ccc(F)cc5o4)CC3)cc21. The result is 0 (non-blocker). (2) The molecule is COCCC(NC(=O)C1(N)CCN(c2ncnc3[nH]ccc23)CC1)c1ccc(Cl)cc1. The result is 1 (blocker). (3) The molecule is Clc1ccc(-n2c(-c3ccc(Cl)cc3Cl)nc3c(N4CCCCC4)ncnc32)cc1. The result is 1 (blocker).